Task: Regression. Given two drug SMILES strings and cell line genomic features, predict the synergy score measuring deviation from expected non-interaction effect.. Dataset: NCI-60 drug combinations with 297,098 pairs across 59 cell lines (1) Drug 1: C1CC(C1)(C(=O)O)C(=O)O.[NH2-].[NH2-].[Pt+2]. Drug 2: C(CC(=O)O)C(=O)CN.Cl. Cell line: MOLT-4. Synergy scores: CSS=64.6, Synergy_ZIP=4.22, Synergy_Bliss=8.48, Synergy_Loewe=-2.41, Synergy_HSA=6.64. (2) Drug 1: CC(C1=C(C=CC(=C1Cl)F)Cl)OC2=C(N=CC(=C2)C3=CN(N=C3)C4CCNCC4)N. Drug 2: C(CCl)NC(=O)N(CCCl)N=O. Cell line: UACC62. Synergy scores: CSS=6.01, Synergy_ZIP=-1.74, Synergy_Bliss=-1.17, Synergy_Loewe=-23.4, Synergy_HSA=-2.15.